This data is from Reaction yield outcomes from USPTO patents with 853,638 reactions. The task is: Predict the reaction yield, written as a fraction of the theoretical maximum amount of product (1.0 means a 100% yield; for example, 0.34 means a 34% yield). The reactants are [NH2:1][C:2]1[CH:7]=[CH:6][C:5]([C:8]2[CH:13]=[CH:12][C:11]([C:14]([C@@H:16]3[CH2:20][CH2:19][CH2:18][C@H:17]3[C:21]([O:23][CH3:24])=[O:22])=[O:15])=[CH:10][CH:9]=2)=[CH:4][C:3]=1[F:25].[CH3:26][O:27][C:28]1[CH:40]=[CH:39][C:31]2[N:32]=[C:33](S(C)(=O)=O)[S:34][C:30]=2[CH:29]=1.Cl.[CH2:42](O)[CH2:43][CH2:44]C. No catalyst specified. The product is [F:25][C:3]1[CH:4]=[C:5]([C:8]2[CH:9]=[CH:10][C:11]([C:14]([C@@H:16]3[CH2:20][CH2:19][CH2:18][C@H:17]3[C:21]([O:23][CH2:24][CH2:42][CH2:43][CH3:44])=[O:22])=[O:15])=[CH:12][CH:13]=2)[CH:6]=[CH:7][C:2]=1[NH:1][C:33]1[S:34][C:30]2[CH:29]=[C:28]([O:27][CH3:26])[CH:40]=[CH:39][C:31]=2[N:32]=1. The yield is 0.650.